Dataset: Forward reaction prediction with 1.9M reactions from USPTO patents (1976-2016). Task: Predict the product of the given reaction. (1) Given the reactants [NH2:1][C:2]1[CH:3]=[CH:4][C:5]2[S:9][C:8]([C:10]3[C:11]([NH2:25])=[N:12][CH:13]=[C:14]([B:16]4[O:20][C:19]([CH3:22])([CH3:21])[C:18]([CH3:24])([CH3:23])[O:17]4)[CH:15]=3)=[CH:7][C:6]=2[CH:26]=1.[Cl:27][C:28]1[CH:33]=[CH:32][C:31]([N:34]=[C:35]=[O:36])=[CH:30][C:29]=1[C:37]([F:40])([F:39])[F:38], predict the reaction product. The product is: [NH2:25][C:11]1[C:10]([C:8]2[S:9][C:5]3[CH:4]=[CH:3][C:2]([NH:1][C:35]([NH:34][C:31]4[CH:32]=[CH:33][C:28]([Cl:27])=[C:29]([C:37]([F:39])([F:38])[F:40])[CH:30]=4)=[O:36])=[CH:26][C:6]=3[CH:7]=2)=[CH:15][C:14]([B:16]2[O:20][C:19]([CH3:22])([CH3:21])[C:18]([CH3:24])([CH3:23])[O:17]2)=[CH:13][N:12]=1. (2) Given the reactants [Cl:1][C:2]1[CH:3]=[C:4]([CH:30]=[CH:31][C:32]=1[F:33])[CH2:5][N:6]1[CH:20]=[C:19]([N:21]([CH3:26])[S:22]([CH3:25])(=[O:24])=[O:23])[C:18]2[N:11]3[CH2:12][CH2:13][N:14]([CH3:17])[C:15](=[O:16])[C:10]3=[C:9]([O:27]C)[C:8]=2[C:7]1=[O:29].B(Br)(Br)Br.CO, predict the reaction product. The product is: [Cl:1][C:2]1[CH:3]=[C:4]([CH:30]=[CH:31][C:32]=1[F:33])[CH2:5][N:6]1[CH:20]=[C:19]([N:21]([S:22]([CH3:25])(=[O:23])=[O:24])[CH3:26])[C:18]2[N:11]3[CH2:12][CH2:13][N:14]([CH3:17])[C:15](=[O:16])[C:10]3=[C:9]([OH:27])[C:8]=2[C:7]1=[O:29]. (3) The product is: [ClH:1].[CH2:16]([O:18][C:10](=[NH:11])[CH2:9][O:8][C:7]1[CH:12]=[CH:13][C:4]([C:3]([F:14])([F:15])[F:2])=[CH:5][CH:6]=1)[CH3:17]. Given the reactants [ClH:1].[F:2][C:3]([F:15])([F:14])[C:4]1[CH:13]=[CH:12][C:7]([O:8][CH2:9][C:10]#[N:11])=[CH:6][CH:5]=1.[CH2:16]([OH:18])[CH3:17], predict the reaction product. (4) Given the reactants [C:1]([OH:20])(=O)[CH2:2][CH2:3][CH2:4][CH2:5][CH2:6][CH2:7][CH2:8]/[CH:9]=[CH:10]\[CH2:11]/[CH:12]=[CH:13]\[CH2:14][CH2:15][CH2:16][CH2:17][CH3:18].C(Cl)(=O)C([Cl:24])=O, predict the reaction product. The product is: [C:1]([Cl:24])(=[O:20])[CH2:2][CH2:3][CH2:4][CH2:5][CH2:6][CH2:7][CH2:8]/[CH:9]=[CH:10]\[CH2:11]/[CH:12]=[CH:13]\[CH2:14][CH2:15][CH2:16][CH2:17][CH3:18]. (5) The product is: [Cl:1][C:2]1[CH:27]=[CH:26][C:5]([CH2:6][N:7]2[C:15]3[C:10](=[CH:11][C:12]([CH:16]=[C:17]4[S:21][C:20]([N:40]5[CH2:41][CH2:42][N:37]([CH2:36][CH2:35][O:34][CH2:32][CH3:33])[CH2:38][CH2:39]5)=[N:19][C:18]4=[O:25])=[CH:13][CH:14]=3)[CH:9]=[N:8]2)=[C:4]([C:28]([F:31])([F:29])[F:30])[CH:3]=1. Given the reactants [Cl:1][C:2]1[CH:27]=[CH:26][C:5]([CH2:6][N:7]2[C:15]3[C:10](=[CH:11][C:12]([CH:16]=[C:17]4[S:21][C:20](SCC)=[N:19][C:18]4=[O:25])=[CH:13][CH:14]=3)[CH:9]=[N:8]2)=[C:4]([C:28]([F:31])([F:30])[F:29])[CH:3]=1.[CH2:32]([O:34][CH2:35][CH2:36][N:37]1[CH2:42][CH2:41][NH:40][CH2:39][CH2:38]1)[CH3:33], predict the reaction product.